Predict which catalyst facilitates the given reaction. From a dataset of Catalyst prediction with 721,799 reactions and 888 catalyst types from USPTO. Reactant: [O:1]1[CH2:6][CH2:5][CH:4]([NH2:7])[CH2:3][CH2:2]1.[N-:8]=[C:9]=[O:10].[K+].[Na+].[Cl-]. Product: [O:1]1[CH2:6][CH2:5][CH:4]([NH:7][C:9]([NH2:8])=[O:10])[CH2:3][CH2:2]1. The catalyst class is: 6.